This data is from Reaction yield outcomes from USPTO patents with 853,638 reactions. The task is: Predict the reaction yield, written as a fraction of the theoretical maximum amount of product (1.0 means a 100% yield; for example, 0.34 means a 34% yield). (1) The reactants are [N:1]1[CH:6]=[CH:5][CH:4]=[C:3]([C:7]([OH:9])=O)[CH:2]=1.CCN=C=NCCCN(C)C.C(N(CC)CC)C.[NH2:28][CH2:29][CH2:30][C:31]1[CH:36]=[CH:35][C:34]([O:37][C:38](=[O:47])[N:39]([CH3:46])[C:40]2[CH:45]=[CH:44][CH:43]=[CH:42][CH:41]=2)=[CH:33][CH:32]=1.C(O)(C(F)(F)F)=O. The catalyst is C(Cl)Cl. The product is [N:1]1[CH:6]=[CH:5][CH:4]=[C:3]([C:7]([NH:28][CH2:29][CH2:30][C:31]2[CH:32]=[CH:33][C:34]([O:37][C:38](=[O:47])[N:39]([CH3:46])[C:40]3[CH:41]=[CH:42][CH:43]=[CH:44][CH:45]=3)=[CH:35][CH:36]=2)=[O:9])[CH:2]=1. The yield is 0.150. (2) The reactants are [CH3:1][C:2]([CH3:12])([CH2:5][C:6]1[CH:11]=[CH:10][CH:9]=[CH:8][CH:7]=1)[C:3]#N.[OH-:13].[K+].C(O)C[OH:17]. No catalyst specified. The product is [CH3:1][C:2]([CH3:12])([CH2:5][C:6]1[CH:11]=[CH:10][CH:9]=[CH:8][CH:7]=1)[C:3]([OH:17])=[O:13]. The yield is 0.760.